Dataset: Cav3 T-type calcium channel HTS with 100,875 compounds. Task: Binary Classification. Given a drug SMILES string, predict its activity (active/inactive) in a high-throughput screening assay against a specified biological target. The compound is S(c1c(NC(=O)c2nccnc2)cccc1)C. The result is 0 (inactive).